This data is from Catalyst prediction with 721,799 reactions and 888 catalyst types from USPTO. The task is: Predict which catalyst facilitates the given reaction. (1) Reactant: [Cl:1][C:2]1[C:27]([O:28][CH3:29])=[CH:26][C:25]([O:30][CH3:31])=[C:24]([Cl:32])[C:3]=1[CH2:4][O:5][C:6]1[CH:7]=[N:8][C:9]([NH:12][C:13]2[CH:14]=[N:15][N:16]([CH:18]3[CH2:23][CH2:22][NH:21][CH2:20][CH2:19]3)[CH:17]=2)=[N:10][CH:11]=1.C(=O)([O-])[O-].[K+].[K+].CN(C)C=O.[CH3:44][O:45][CH2:46][CH2:47]Br. Product: [Cl:32][C:24]1[C:25]([O:30][CH3:31])=[CH:26][C:27]([O:28][CH3:29])=[C:2]([Cl:1])[C:3]=1[CH2:4][O:5][C:6]1[CH:7]=[N:8][C:9]([NH:12][C:13]2[CH:14]=[N:15][N:16]([CH:18]3[CH2:23][CH2:22][N:21]([CH2:47][CH2:46][O:45][CH3:44])[CH2:20][CH2:19]3)[CH:17]=2)=[N:10][CH:11]=1. The catalyst class is: 6. (2) Reactant: [CH2:1]([NH:8][C:9]1[CH:14]=[C:13]([N:15]2[CH:19]=[CH:18][N:17]=[CH:16]2)[C:12]([N+:20]([O-])=O)=[CH:11][C:10]=1[C:23]([F:26])([F:25])[F:24])[C:2]1[CH:7]=[CH:6][CH:5]=[CH:4][CH:3]=1.O.O.[Sn](Cl)(Cl)(Cl)Cl. Product: [CH2:1]([NH:8][C:9]1[CH:14]=[C:13]([N:15]2[CH:19]=[CH:18][N:17]=[CH:16]2)[C:12]([NH2:20])=[CH:11][C:10]=1[C:23]([F:26])([F:24])[F:25])[C:2]1[CH:3]=[CH:4][CH:5]=[CH:6][CH:7]=1. The catalyst class is: 8. (3) Reactant: [Br:1][C:2]1[CH:3]=[C:4]([C:8]2O[C:10]([C:25]3[CH:30]=[CH:29][CH:28]=[C:27]([Br:31])[CH:26]=3)=[C:11]3[C:24]4[CH:23]=[CH:22][CH:21]=[CH:20][C:19]=4[C:18]4[C:13](=[CH:14][CH:15]=[CH:16][CH:17]=4)[C:12]=23)[CH:5]=[CH:6][CH:7]=1.[C:32]12CC(CC1)=C[CH:33]=2. Product: [Br:1][C:2]1[CH:3]=[C:4]([C:8]2[C:12]3[C:13]4[C:18](=[CH:17][CH:16]=[CH:15][CH:14]=4)[C:19]4[C:24](=[CH:23][CH:22]=[CH:21][CH:20]=4)[C:11]=3[C:10]([C:25]3[CH:30]=[CH:29][CH:28]=[C:27]([Br:31])[CH:26]=3)=[CH:33][CH:32]=2)[CH:5]=[CH:6][CH:7]=1. The catalyst class is: 262. (4) Reactant: C[O:2][C:3]1[CH:4]=[CH:5][C:6]2[O:10][C:9]([CH2:11][CH2:12][CH2:13][CH3:14])=[CH:8][C:7]=2[CH:15]=1.[Cl-].[Al+3].[Cl-].[Cl-].Cl. Product: [OH:2][C:3]1[CH:4]=[CH:5][C:6]2[O:10][C:9]([CH2:11][CH2:12][CH2:13][CH3:14])=[CH:8][C:7]=2[CH:15]=1. The catalyst class is: 159. (5) Product: [C:30]([N:24]1[CH2:25][CH2:26][CH2:27][CH:22]([C:16]2[S:17][C:18]([C:19]([NH2:21])=[O:20])=[C:14]([C:11]3[CH:10]=[CH:9][C:8]([O:1][C:2]4[CH:7]=[CH:6][CH:5]=[CH:4][CH:3]=4)=[CH:13][CH:12]=3)[N:15]=2)[CH2:23]1)(=[O:31])[CH:29]=[CH2:56]. Reactant: [O:1]([C:8]1[CH:13]=[CH:12][C:11]([C:14]2[N:15]=[C:16]([CH:22]3[CH2:27][CH2:26][CH2:25][NH:24][CH2:23]3)[S:17][C:18]=2[C:19]([NH2:21])=[O:20])=[CH:10][CH:9]=1)[C:2]1[CH:7]=[CH:6][CH:5]=[CH:4][CH:3]=1.F[C:29]1[CH:56]=CC=C[C:30]=1[O:31]C1C=CC(C2N=C(N3CCNCC3)C=CC=2C(N)=O)=CC=1.O. The catalyst class is: 96. (6) Reactant: C(OC([N:8]1[CH2:13][CH2:12][CH2:11][C@H:10]([NH:14][C:15]2[CH:20]=[CH:19][CH:18]=[CH:17][CH:16]=2)[CH2:9]1)=O)(C)(C)C. Product: [C:15]1([NH:14][C@H:10]2[CH2:11][CH2:12][CH2:13][NH:8][CH2:9]2)[CH:20]=[CH:19][CH:18]=[CH:17][CH:16]=1. The catalyst class is: 12. (7) Reactant: [CH3:1][O:2][C:3]1[CH:8]=[C:7]([CH3:9])[CH:6]=[CH:5][C:4]=1[C:10]1[NH:11][C:12](=[S:15])[NH:13][N:14]=1.Br.Br[CH2:18][C:19]1[CH:24]=[CH:23][CH:22]=[CH:21][N:20]=1. Product: [CH3:1][O:2][C:3]1[CH:8]=[C:7]([CH3:9])[CH:6]=[CH:5][C:4]=1[C:10]1[NH:14][N:13]=[C:12]([S:15][CH2:18][C:19]2[CH:24]=[CH:23][CH:22]=[CH:21][N:20]=2)[N:11]=1. The catalyst class is: 351.